From a dataset of Retrosynthesis with 50K atom-mapped reactions and 10 reaction types from USPTO. Predict the reactants needed to synthesize the given product. (1) Given the product C=Cc1cc(C(=O)O)c(F)cc1OCC12CC3CC(CC(C3)C1)C2, predict the reactants needed to synthesize it. The reactants are: C=Cc1cc(C(=O)OC(C)(C)C)c(F)cc1OCC12CC3CC(CC(C3)C1)C2. (2) Given the product NCC(=O)Nc1ccc(/C=C/C(=O)CC(=O)/C=C/c2ccc(O)cc2)cc1, predict the reactants needed to synthesize it. The reactants are: CC(C)(C)OC(=O)NCC(=O)Nc1ccc(/C=C/C(=O)CC(=O)/C=C/c2ccc(O)cc2)cc1. (3) Given the product CCOC(=O)c1ccccc1Oc1ccc2c(c1)CC[C@H](CNC(=O)OC(C)(C)C)O2, predict the reactants needed to synthesize it. The reactants are: CC(C)(C)OC(=O)NC[C@H]1CCc2cc(I)ccc2O1.CCOC(=O)c1ccccc1O. (4) Given the product CCn1c(=O)c(C(=O)NCCN2CCNC2=O)c(O)c2ncc(Cc3ccc(F)cc3)cc21, predict the reactants needed to synthesize it. The reactants are: CCOC(=O)c1c(O)c2ncc(Cc3ccc(F)cc3)cc2n(CC)c1=O.NCCN1CCNC1=O. (5) Given the product COC(=O)N(NC(=O)c1c(C)c(-c2ccccc2)nc2ccccc12)c1ccccc1, predict the reactants needed to synthesize it. The reactants are: COC(=O)Cl.Cc1c(-c2ccccc2)nc2ccccc2c1C(=O)NNc1ccccc1. (6) Given the product C#CCN1C(=O)C2CC(c3ccc(N)cc3)(C2)C1=O, predict the reactants needed to synthesize it. The reactants are: C#CCN1C(=O)C2CC(c3ccc([N+](=O)[O-])cc3)(C2)C1=O.